Dataset: NCI-60 drug combinations with 297,098 pairs across 59 cell lines. Task: Regression. Given two drug SMILES strings and cell line genomic features, predict the synergy score measuring deviation from expected non-interaction effect. Drug 1: CCC(=C(C1=CC=CC=C1)C2=CC=C(C=C2)OCCN(C)C)C3=CC=CC=C3.C(C(=O)O)C(CC(=O)O)(C(=O)O)O. Drug 2: C(CN)CNCCSP(=O)(O)O. Cell line: OVCAR-5. Synergy scores: CSS=-1.80, Synergy_ZIP=0.480, Synergy_Bliss=0.000555, Synergy_Loewe=-0.688, Synergy_HSA=-2.10.